Dataset: Catalyst prediction with 721,799 reactions and 888 catalyst types from USPTO. Task: Predict which catalyst facilitates the given reaction. (1) The catalyst class is: 10. Reactant: [Cl:1][C:2]1[CH:7]=[CH:6][CH:5]=[C:4]([Cl:8])[C:3]=1[C:9]1[C:13]([CH2:14][O:15][C:16]2[CH:21]=[CH:20][C:19]([C:22]3[CH:23]=[C:24]4[C:29](=[CH:30][CH:31]=3)[C:28]([C:32]([OH:34])=O)=[CH:27][CH:26]=[CH:25]4)=[CH:18][CH:17]=2)=[C:12]([CH:35]([CH3:37])[CH3:36])[O:11][N:10]=1.C(OC(OC(C)(C)C)=O)(OC(C)(C)C)=O.[N:53]1C=CC=CC=1.C(=O)([O-])O.[NH4+]. Product: [Cl:8][C:4]1[CH:5]=[CH:6][CH:7]=[C:2]([Cl:1])[C:3]=1[C:9]1[C:13]([CH2:14][O:15][C:16]2[CH:21]=[CH:20][C:19]([C:22]3[CH:23]=[C:24]4[C:29](=[CH:30][CH:31]=3)[C:28]([C:32]([NH2:53])=[O:34])=[CH:27][CH:26]=[CH:25]4)=[CH:18][CH:17]=2)=[C:12]([CH:35]([CH3:36])[CH3:37])[O:11][N:10]=1. (2) Product: [F:1][C:2]1[CH:9]=[CH:8][C:5]([CH:6]=[N:10][OH:11])=[CH:4][CH:3]=1. The catalyst class is: 5. Reactant: [F:1][C:2]1[CH:9]=[CH:8][C:5]([CH:6]=O)=[CH:4][CH:3]=1.[NH2:10][OH:11].Cl.C([O-])([O-])=O.[Na+].[Na+]. (3) Reactant: [C:1]([C:5]1[CH:10]=[CH:9][C:8]([C:11](=[O:25])[CH:12]([C:17]2[CH:22]=[CH:21][C:20]([O:23][CH3:24])=[CH:19][CH:18]=2)C(OC)=O)=[CH:7][CH:6]=1)([CH3:4])([CH3:3])[CH3:2].[Cl-].[Na+]. Product: [C:1]([C:5]1[CH:10]=[CH:9][C:8]([C:11](=[O:25])[CH2:12][C:17]2[CH:22]=[CH:21][C:20]([O:23][CH3:24])=[CH:19][CH:18]=2)=[CH:7][CH:6]=1)([CH3:4])([CH3:2])[CH3:3]. The catalyst class is: 58.